From a dataset of Full USPTO retrosynthesis dataset with 1.9M reactions from patents (1976-2016). Predict the reactants needed to synthesize the given product. (1) Given the product [O:4]1[C:5]2[C:15](=[CH:16][CH:17]=[CH:18][CH:6]=2)[C:13](=[O:14])[CH:12]=[C:2]1[C:1]([O:8][CH2:9][CH3:10])=[O:7], predict the reactants needed to synthesize it. The reactants are: [C:1]([O:8][CH2:9][CH3:10])(=[O:7])[C:2]([O:4][CH2:5][CH3:6])=O.O[CH2:12][C:13]([C:15]1C=C[CH:18]=[CH:17][CH:16]=1)=[O:14].[O-]CC.[Na+].S(=O)(=O)(O)O. (2) Given the product [F:22][C:18]1[CH:17]=[C:16]([CH:15]=[CH:14][C:11]2[CH:12]=[CH:13][C:8]([NH:7][C:5](=[O:6])[CH2:4][C:3]([NH2:24])=[O:2])=[CH:9][CH:10]=2)[CH:21]=[CH:20][CH:19]=1, predict the reactants needed to synthesize it. The reactants are: C[O:2][C:3](=O)[CH2:4][C:5]([NH:7][C:8]1[CH:13]=[CH:12][C:11]([CH:14]=[CH:15][C:16]2[CH:21]=[CH:20][CH:19]=[C:18]([F:22])[CH:17]=2)=[CH:10][CH:9]=1)=[O:6].[NH3:24]. (3) Given the product [CH:19]1([C:17]2[C:16]([CH:23]3[CH2:24][CH2:25]3)=[CH:15][C:10]([C:11]([O:13][CH3:14])=[O:12])=[C:9]([OH:8])[CH:18]=2)[CH2:22][CH2:21][CH2:20]1, predict the reactants needed to synthesize it. The reactants are: C([O:8][C:9]1[CH:18]=[C:17]([CH:19]2[CH2:22][CH2:21][CH2:20]2)[C:16]([CH:23]2[CH2:25][CH2:24]2)=[CH:15][C:10]=1[C:11]([O:13][CH3:14])=[O:12])C1C=CC=CC=1.[H][H]. (4) Given the product [NH2:1][C:2]1[C:3]2[N:9]([CH2:10][CH2:11][OH:12])[C:23]([CH:22]([C:16]3[CH:17]=[CH:18][C:19]([Cl:21])=[CH:20][C:15]=3[Cl:14])[OH:27])=[N:26][C:4]=2[CH:5]=[CH:6][CH:7]=1, predict the reactants needed to synthesize it. The reactants are: [NH2:1][C:2]1[CH:7]=[CH:6][CH:5]=[C:4](N)[C:3]=1[NH:9][CH2:10][CH2:11][OH:12].Cl.[Cl:14][C:15]1[CH:20]=[C:19]([Cl:21])[CH:18]=[CH:17][C:16]=1[CH:22]([OH:27])[C:23](=[NH:26])OC. (5) Given the product [F:18][C:19]1[CH:26]=[C:25]([F:27])[C:24]([F:28])=[CH:23][C:20]=1[CH2:21][N:17]([CH2:21][C:20]1[CH:23]=[C:24]([F:28])[C:25]([F:27])=[CH:26][C:19]=1[F:18])[C:15]1[CH:14]=[CH:13][C:12]2[NH:8][CH:9]=[N:10][C:11]=2[CH:16]=1, predict the reactants needed to synthesize it. The reactants are: C([N:8]1[C:12]2[CH:13]=[CH:14][C:15]([NH2:17])=[CH:16][C:11]=2[N:10]=[CH:9]1)(OC(C)(C)C)=O.[F:18][C:19]1[CH:26]=[C:25]([F:27])[C:24]([F:28])=[CH:23][C:20]=1[CH2:21]Br.C([O-])([O-])=O.[K+].[K+]. (6) Given the product [Br:19][CH:11]([C:12]1[CH:17]=[CH:16][CH:15]=[CH:14][CH:13]=1)[C:10]([C:3]1[C:4]2[C:9](=[CH:8][CH:7]=[CH:6][CH:5]=2)[NH:1][CH:2]=1)=[O:18], predict the reactants needed to synthesize it. The reactants are: [NH:1]1[C:9]2[C:4](=[CH:5][CH:6]=[CH:7][CH:8]=2)[C:3]([C:10](=[O:18])[CH2:11][C:12]2[CH:17]=[CH:16][CH:15]=[CH:14][CH:13]=2)=[CH:2]1.[Br-:19].[Br-].[Br-].C1([N+](C)(C)C)C=CC=CC=1.C1([N+](C)(C)C)C=CC=CC=1.C1([N+](C)(C)C)C=CC=CC=1. (7) Given the product [F:22][C:17]1[CH:18]=[CH:19][CH:20]=[CH:21][C:16]=1[N:15]1[C:11]([S:8]([C:5]2[CH:6]=[N:7][CH:2]=[CH:3][CH:4]=2)(=[O:9])=[O:10])=[CH:12][C:13]([CH2:23][N:24]([CH3:32])[C:25](=[O:31])[O:26][C:27]([CH3:28])([CH3:29])[CH3:30])=[N:14]1, predict the reactants needed to synthesize it. The reactants are: Cl[C:2]1[N:7]=[CH:6][C:5]([S:8]([C:11]2[N:15]([C:16]3[CH:21]=[CH:20][CH:19]=[CH:18][C:17]=3[F:22])[N:14]=[C:13]([CH2:23][N:24]([CH3:32])[C:25](=[O:31])[O:26][C:27]([CH3:30])([CH3:29])[CH3:28])[CH:12]=2)(=[O:10])=[O:9])=[CH:4][CH:3]=1.C(N(CC)CC)C. (8) Given the product [Cl:1][C:2]1[CH:3]=[C:4]([C@@H:8]([CH2:18][CH:19]=[CH2:20])[C:9](=[N:27][S@@:25]([C:22]([CH3:24])([CH3:23])[CH3:21])=[O:26])[C:11]2[CH:16]=[CH:15][C:14]([Cl:17])=[CH:13][CH:12]=2)[CH:5]=[CH:6][CH:7]=1, predict the reactants needed to synthesize it. The reactants are: [Cl:1][C:2]1[CH:3]=[C:4]([CH:8]([CH2:18][CH:19]=[CH2:20])[C:9]([C:11]2[CH:16]=[CH:15][C:14]([Cl:17])=[CH:13][CH:12]=2)=O)[CH:5]=[CH:6][CH:7]=1.[CH3:21][C:22]([S@:25]([NH2:27])=[O:26])([CH3:24])[CH3:23]. (9) Given the product [F:46][C:47]1[CH:55]=[C:54]2[C:50]([C:51]([C:56]3[CH:61]=[CH:60][C:59]([N:62]4[CH2:67][CH2:66][N:65]([C:10](=[O:12])[CH2:9][NH:8][C:1](=[O:2])[O:3][C:4]([CH3:5])([CH3:6])[CH3:7])[CH2:64][CH2:63]4)=[N:58][CH:57]=3)=[CH:52][NH:53]2)=[CH:49][CH:48]=1, predict the reactants needed to synthesize it. The reactants are: [C:1]([NH:8][CH2:9][C:10]([OH:12])=O)([O:3][C:4]([CH3:7])([CH3:6])[CH3:5])=[O:2].CN(C(ON1N=NC2C=CC=NC1=2)=[N+](C)C)C.F[P-](F)(F)(F)(F)F.CCN(C(C)C)C(C)C.[F:46][C:47]1[CH:55]=[C:54]2[C:50]([C:51]([C:56]3[CH:57]=[N:58][C:59]([N:62]4[CH2:67][CH2:66][NH:65][CH2:64][CH2:63]4)=[CH:60][CH:61]=3)=[CH:52][NH:53]2)=[CH:49][CH:48]=1. (10) Given the product [CH3:11][N:5]1[C:6]([NH:7][C:8](=[O:10])[CH3:9])=[C:2]([C:19]#[C:18][Si:20]([CH3:23])([CH3:22])[CH3:21])[C:3]([C:12]2[CH:17]=[CH:16][CH:15]=[CH:14][CH:13]=2)=[N:4]1, predict the reactants needed to synthesize it. The reactants are: I[C:2]1[C:3]([C:12]2[CH:17]=[CH:16][CH:15]=[CH:14][CH:13]=2)=[N:4][N:5]([CH3:11])[C:6]=1[NH:7][C:8](=[O:10])[CH3:9].[C:18]([Si:20]([CH3:23])([CH3:22])[CH3:21])#[CH:19].